From a dataset of Full USPTO retrosynthesis dataset with 1.9M reactions from patents (1976-2016). Predict the reactants needed to synthesize the given product. (1) Given the product [F:9][C:10]1([F:15])[CH2:14][CH2:13][N:12]([C:4](=[O:6])[CH2:3][N+:1]#[C-:2])[CH2:11]1, predict the reactants needed to synthesize it. The reactants are: [N+:1]([CH2:3][C:4]([O:6]C)=O)#[C-:2].Cl.[F:9][C:10]1([F:15])[CH2:14][CH2:13][NH:12][CH2:11]1.C(N(CC)CC)C. (2) Given the product [NH2:2][CH2:3][C@:4]12[CH2:39][CH2:38][C@@H:37]([C:40]([CH3:42])=[CH2:41])[C@@H:5]1[C@@H:6]1[C@@:19]([CH3:22])([CH2:20][CH2:21]2)[C@@:18]2([CH3:23])[C@@H:9]([C@:10]3([CH3:36])[C@@H:15]([CH2:16][CH2:17]2)[C:14]([CH3:25])([CH3:24])[C:13]([C:26]2[CH:35]=[CH:34][C:29]([C:30]([O:32][CH3:33])=[O:31])=[CH:28][CH:27]=2)=[CH:12][CH2:11]3)[CH2:8][CH2:7]1, predict the reactants needed to synthesize it. The reactants are: O[N:2]=[CH:3][C@:4]12[CH2:39][CH2:38][C@@H:37]([C:40]([CH3:42])=[CH2:41])[C@@H:5]1[C@@H:6]1[C@@:19]([CH3:22])([CH2:20][CH2:21]2)[C@@:18]2([CH3:23])[C@@H:9]([C@:10]3([CH3:36])[C@@H:15]([CH2:16][CH2:17]2)[C:14]([CH3:25])([CH3:24])[C:13]([C:26]2[CH:35]=[CH:34][C:29]([C:30]([O:32][CH3:33])=[O:31])=[CH:28][CH:27]=2)=[CH:12][CH2:11]3)[CH2:8][CH2:7]1.C([O-])(=O)C.[NH4+].C([BH3-])#N.[Na+]. (3) Given the product [Cl:1][C:2]1[C:11]2[C:10](=[O:12])[N:9]([CH2:13][C:14]3[CH:19]=[CH:18][C:17]([F:20])=[C:16]([F:21])[CH:15]=3)[CH:8]=[N:7][C:6]=2[CH:5]=[C:4]([Cl:32])[N:3]=1, predict the reactants needed to synthesize it. The reactants are: [Cl:1][C:2]1[C:11]2[C:10](=[O:12])[N:9]([CH2:13][C:14]3[CH:19]=[CH:18][C:17]([F:20])=[C:16]([F:21])[CH:15]=3)[CH:8]=[N:7][C:6]=2[CH:5]=[CH:4][N:3]=1.NC1C(C(O)=O)=C([Cl:32])N=C(Cl)C=1.